From a dataset of Full USPTO retrosynthesis dataset with 1.9M reactions from patents (1976-2016). Predict the reactants needed to synthesize the given product. (1) Given the product [CH2:1]([S:8][C:9]1[CH:14]=[C:13]2[C:12](=[CH:11][CH:10]=1)[N:22]([C:23]1[CH:28]=[C:27]([Cl:29])[C:26]([C:30]([F:32])([F:33])[F:31])=[CH:25][C:24]=1[O:34][CH3:35])[C:17](=[O:19])[CH:16]=[CH:15]2)[C:2]1[CH:3]=[CH:4][CH:5]=[CH:6][CH:7]=1, predict the reactants needed to synthesize it. The reactants are: [CH2:1]([S:8][C:9]1[CH:10]=[CH:11][C:12]([NH:22][C:23]2[CH:28]=[C:27]([Cl:29])[C:26]([C:30]([F:33])([F:32])[F:31])=[CH:25][C:24]=2[O:34][CH3:35])=[C:13](/[CH:15]=[CH:16]/[C:17]([O:19]CC)=O)[CH:14]=1)[C:2]1[CH:7]=[CH:6][CH:5]=[CH:4][CH:3]=1.C[O-].[Na+]. (2) Given the product [CH3:1][O:2][C:3](=[O:33])[C:4]1[CH:5]=[CH:6][C:7]([CH2:10][N:11]([C:16](=[O:32])[C:17]2[CH:22]=[CH:21][C:20]([Cl:23])=[CH:19][C:18]=2[C:24](=[O:31])[C:25]2[CH:30]=[CH:29][CH:28]=[CH:27][CH:26]=2)[CH2:12][C:13](=[O:15])[CH3:14])=[CH:8][CH:9]=1, predict the reactants needed to synthesize it. The reactants are: [CH3:1][O:2][C:3](=[O:33])[C:4]1[CH:9]=[CH:8][C:7]([CH2:10][N:11]([C:16](=[O:32])[C:17]2[CH:22]=[CH:21][C:20]([Cl:23])=[CH:19][C:18]=2[C:24](=[O:31])[C:25]2[CH:30]=[CH:29][CH:28]=[CH:27][CH:26]=2)[CH2:12][CH:13]([OH:15])[CH3:14])=[CH:6][CH:5]=1.C(N(CC)CC)C.O.Cl. (3) Given the product [C:38]1([NH:34][C:16]([C:15]2[CH:14]=[CH:13][C:12]([C@@H:10]3[CH2:11][C@H:9]3[NH:8][C:6](=[O:7])[O:5][C:1]([CH3:2])([CH3:3])[CH3:4])=[CH:20][CH:19]=2)=[O:18])[CH:39]=[CH:40][CH:41]=[CH:42][CH:37]=1, predict the reactants needed to synthesize it. The reactants are: [C:1]([O:5][C:6]([NH:8][C@@H:9]1[CH2:11][C@H:10]1[C:12]1[CH:20]=[CH:19][C:15]([C:16]([OH:18])=O)=[CH:14][CH:13]=1)=[O:7])([CH3:4])([CH3:3])[CH3:2].Cl.C(N=C=NCCCN(C)C)C.O[N:34]1[C:38]2[CH:39]=[CH:40][CH:41]=[CH:42][C:37]=2N=N1.NC1C=CC=CC=1. (4) Given the product [Br:12][C:13]1[CH:14]=[N:15][C:16]([NH:1][C:2]2[CH:3]=[CH:4][C:5]([CH2:8][C:9]([OH:11])=[O:10])=[CH:6][CH:7]=2)=[N:17][CH:18]=1, predict the reactants needed to synthesize it. The reactants are: [NH2:1][C:2]1[CH:7]=[CH:6][C:5]([CH2:8][C:9]([OH:11])=[O:10])=[CH:4][CH:3]=1.[Br:12][C:13]1[CH:14]=[N:15][C:16](Cl)=[N:17][CH:18]=1.CC1C=CC(S(O)(=O)=O)=CC=1.CS(C)=O. (5) Given the product [O:16]=[CH:13][CH2:14][CH2:15][C:2]1[CH:12]=[CH:11][C:5]([C:6]([O:8][CH2:9][CH3:10])=[O:7])=[CH:4][CH:3]=1, predict the reactants needed to synthesize it. The reactants are: I[C:2]1[CH:12]=[CH:11][C:5]([C:6]([O:8][CH2:9][CH3:10])=[O:7])=[CH:4][CH:3]=1.[CH2:13]([OH:16])[CH:14]=[CH2:15].C(=O)([O-])O.[K+]. (6) Given the product [C:27]([OH:33])(=[O:26])[C:17]([OH:19])=[O:20].[CH3:25][O:26][C:27](=[O:33])[C@H:28]([CH:30]([CH3:32])[CH3:31])[NH:29][CH2:2][C:3]1[CH:8]=[CH:7][C:6]([C:9]2[CH:14]=[CH:13][CH:12]=[CH:11][C:10]=2[C:15]#[N:16])=[CH:5][CH:4]=1, predict the reactants needed to synthesize it. The reactants are: Br[CH2:2][C:3]1[CH:8]=[CH:7][C:6]([C:9]2[CH:14]=[CH:13][CH:12]=[CH:11][C:10]=2[C:15]#[N:16])=[CH:5][CH:4]=1.[C:17](=[O:20])([O-:19])[O-].[K+].[K+].[I-].[K+].[CH3:25][O:26][C:27](=[O:33])[C@H:28]([CH:30]([CH3:32])[CH3:31])[NH2:29]. (7) Given the product [NH2:25][C:26]1[C:27]([C:36]([NH:39][CH:40]([CH:45]2[CH2:50][CH2:49][CH:48]([NH:51][C:52]([O:54][C:55]([CH3:58])([CH3:57])[CH3:56])=[O:53])[CH2:47][CH2:46]2)[C:41]([O:43][CH3:44])=[O:42])=[O:38])=[CH:28][C:29]2[C:34]([CH:35]=1)=[CH:33][CH:32]=[CH:31][CH:30]=2, predict the reactants needed to synthesize it. The reactants are: CN(C(ON1N=NC2C=CC=NC1=2)=[N+](C)C)C.F[P-](F)(F)(F)(F)F.[NH2:25][C:26]1[C:27]([C:36]([OH:38])=O)=[CH:28][C:29]2[C:34]([CH:35]=1)=[CH:33][CH:32]=[CH:31][CH:30]=2.[NH2:39][CH:40]([CH:45]1[CH2:50][CH2:49][CH:48]([NH:51][C:52]([O:54][C:55]([CH3:58])([CH3:57])[CH3:56])=[O:53])[CH2:47][CH2:46]1)[C:41]([O:43][CH3:44])=[O:42].C(N(CC)C(C)C)(C)C.C([O-])(O)=O.[Na+]. (8) The reactants are: [O:1]=[C:2]1[NH:6][CH:5]=[C:4]([C:7]([OH:9])=O)[O:3]1.[CH3:10][NH:11][CH2:12][CH2:13][CH:14]1[CH2:19][CH2:18][N:17]([C:20]([O:22][CH2:23][C:24]2[CH:29]=[C:28]([Cl:30])[CH:27]=[C:26]([Cl:31])[CH:25]=2)=[O:21])[CH2:16][CH2:15]1.CCN(C(C)C)C(C)C.CN(C(ON1N=NC2C=CC=NC1=2)=[N+](C)C)C.F[P-](F)(F)(F)(F)F. Given the product [CH3:10][N:11]([CH2:12][CH2:13][CH:14]1[CH2:15][CH2:16][N:17]([C:20]([O:22][CH2:23][C:24]2[CH:25]=[C:26]([Cl:31])[CH:27]=[C:28]([Cl:30])[CH:29]=2)=[O:21])[CH2:18][CH2:19]1)[C:7]([C:4]1[O:3][C:2](=[O:1])[NH:6][CH:5]=1)=[O:9], predict the reactants needed to synthesize it. (9) The reactants are: [C:1]([CH:9]([NH:11][C:12](=[O:22])[C:13]1[CH:18]=[CH:17][CH:16]=[CH:15][C:14]=1[NH:19][CH:20]=O)[CH3:10])(=[O:8])[C:2]1[CH:7]=[CH:6][CH:5]=[CH:4][CH:3]=1.S(=O)(=O)(O)O. Given the product [C:2]1([C:1](=[O:8])[CH:9]([N:11]2[C:12](=[O:22])[C:13]3[C:14](=[CH:15][CH:16]=[CH:17][CH:18]=3)[N:19]=[CH:20]2)[CH3:10])[CH:7]=[CH:6][CH:5]=[CH:4][CH:3]=1, predict the reactants needed to synthesize it.